Dataset: Forward reaction prediction with 1.9M reactions from USPTO patents (1976-2016). Task: Predict the product of the given reaction. (1) Given the reactants C(NC(C)C)(C)C.[Li]CCCC.[Cl:13][C:14]1[CH:19]=[C:18]([F:20])[CH:17]=[C:16]([Cl:21])[C:15]=1[O:22][CH2:23][CH3:24].[Li+].CC([N-]C(C)C)C.[C:33](=[O:35])=[O:34], predict the reaction product. The product is: [Cl:13][C:14]1[C:15]([O:22][CH2:23][CH3:24])=[C:16]([Cl:21])[CH:17]=[C:18]([F:20])[C:19]=1[C:33]([OH:35])=[O:34]. (2) The product is: [Cl:1][C:2]1[CH:3]=[C:4]2[C:8](=[CH:9][CH:10]=1)[NH:7][CH:6]=[C:5]2[CH2:11][CH2:12][NH:13][C:14]([C:15]1[C:16]([C:27]2[CH:28]=[CH:29][C:24]([OH:23])=[CH:25][CH:26]=2)=[CH:17][CH:18]=[CH:19][CH:20]=1)=[O:22]. Given the reactants [Cl:1][C:2]1[CH:3]=[C:4]2[C:8](=[CH:9][CH:10]=1)[NH:7][CH:6]=[C:5]2[CH2:11][CH2:12][NH:13][C:14](=[O:22])[C:15]1[CH:20]=[CH:19][CH:18]=[CH:17][C:16]=1I.[OH:23][C:24]1[CH:29]=[CH:28][C:27](B(O)O)=[CH:26][CH:25]=1.C(=O)([O-])[O-].[Na+].[Na+], predict the reaction product.